Dataset: Full USPTO retrosynthesis dataset with 1.9M reactions from patents (1976-2016). Task: Predict the reactants needed to synthesize the given product. (1) Given the product [Br:1][C:2]1[CH:9]=[C:6]([CH:13]([O:14][CH3:15])[O:12][CH3:11])[C:5]([Cl:10])=[N:4][CH:3]=1, predict the reactants needed to synthesize it. The reactants are: [Br:1][C:2]1[CH:3]=[N:4][C:5]([Cl:10])=[C:6]([CH:9]=1)C=O.[CH3:11][O:12][CH:13](OC)[O:14][CH3:15].O.C1(C)C=CC(S(O)(=O)=O)=CC=1. (2) The reactants are: Cl[CH2:2]CCC(Cl)=O.[Cl:8][CH2:9][CH2:10][CH2:11][C:12]([N:14]=[C:15]=[S:16])=[O:13].[CH3:17][O:18][C:19]1[CH:20]=[C:21]2[C:26](=[CH:27][C:28]=1[O:29][CH3:30])[N:25]=[CH:24]N=[C:22]2[O:31][C:32]1[CH:38]=[CH:37][C:35]([NH2:36])=[CH:34][C:33]=1[F:39].C1(C)C=CC=CC=1. Given the product [Cl:8][CH2:9][CH2:10][CH2:11][C:12]([N:14]=[C:15]=[S:16])=[O:13].[Cl:8][CH2:9][CH2:10][CH2:11][C:12]([NH:14][C:15]([NH:36][C:35]1[CH:37]=[CH:38][C:32]([O:31][C:22]2[C:21]3[C:26](=[CH:27][C:28]([O:29][CH3:30])=[C:19]([O:18][CH3:17])[CH:20]=3)[N:25]=[CH:24][CH:2]=2)=[C:33]([F:39])[CH:34]=1)=[S:16])=[O:13], predict the reactants needed to synthesize it. (3) Given the product [Cl:18][C:10]1[CH:9]=[C:8]([C:7]2[C:2]([F:1])=[CH:3][N:4]=[CH:5][C:6]=2[F:15])[N:13]=[N:12][CH:11]=1, predict the reactants needed to synthesize it. The reactants are: [F:1][C:2]1[CH:3]=[N:4][CH:5]=[C:6]([F:15])[C:7]=1[C:8]1[NH:13][N:12]=[CH:11][C:10](=O)[CH:9]=1.P(Cl)(Cl)([Cl:18])=O. (4) Given the product [C:8]([O:12][C:13](=[O:37])[CH2:14][N:15]([S:22]([C:25]1[CH:34]=[C:33]2[C:28]([C:29]([Cl:36])=[CH:30][N:31]=[C:32]2[NH:6][C:5]([NH2:7])=[NH:4])=[CH:27][CH:26]=1)(=[O:23])=[O:24])[C:16]1[CH:17]=[CH:18][CH:19]=[CH:20][CH:21]=1)([CH3:11])([CH3:9])[CH3:10], predict the reactants needed to synthesize it. The reactants are: [H-].[Na+].Cl.[NH2:4][C:5]([NH2:7])=[NH:6].[C:8]([O:12][C:13](=[O:37])[CH2:14][N:15]([S:22]([C:25]1[CH:34]=[C:33]2[C:28]([C:29]([Cl:36])=[CH:30][N:31]=[C:32]2Cl)=[CH:27][CH:26]=1)(=[O:24])=[O:23])[C:16]1[CH:21]=[CH:20][CH:19]=[CH:18][CH:17]=1)([CH3:11])([CH3:10])[CH3:9]. (5) Given the product [F:1][C:2]1[CH:3]=[CH:4][C:5]([S:8][CH2:9][CH2:10][CH2:11][C:12]([N:28]([CH2:30][C:31]2[CH:36]=[CH:35][CH:34]=[CH:33][C:32]=2[O:37][CH:38]([CH3:40])[CH3:39])[CH3:26])=[O:14])=[CH:6][CH:7]=1, predict the reactants needed to synthesize it. The reactants are: [F:1][C:2]1[CH:7]=[CH:6][C:5]([S:8][CH2:9][CH2:10][CH2:11][C:12]([OH:14])=O)=[CH:4][CH:3]=1.OC1C=CC(SCCC[C:26]([N:28]([CH2:30][C:31]2[CH:36]=[CH:35][CH:34]=[CH:33][C:32]=2[O:37][CH:38]([CH3:40])[CH3:39])C)=O)=CC=1. (6) Given the product [F:1][C:2]1[CH:3]=[C:4]2[C:8](=[CH:9][CH:10]=1)[NH:7][C:6]([CH3:11])=[C:5]2[CH2:12][C:13]([OH:15])=[O:14], predict the reactants needed to synthesize it. The reactants are: [F:1][C:2]1[CH:3]=[C:4]2[C:8](=[CH:9][CH:10]=1)[NH:7][C:6]([CH3:11])=[C:5]2[CH2:12][C:13]([O:15]C)=[O:14].FC(F)(F)C1C=C2C(=CC=1)NC=C2CC(OC)=O. (7) Given the product [F:23][C:24]1[C:32]([O:33][C:2]2[C:11]3[C:6](=[CH:7][C:8]([O:14][CH2:15][CH2:16][CH2:17][N:18]4[CH2:22][CH2:21][CH2:20][CH2:19]4)=[C:9]([O:12][CH3:13])[CH:10]=3)[N:5]=[CH:4][N:3]=2)=[CH:31][CH:30]=[C:29]2[C:25]=1[CH:26]=[C:27]([CH3:34])[NH:28]2, predict the reactants needed to synthesize it. The reactants are: Cl[C:2]1[C:11]2[C:6](=[CH:7][C:8]([O:14][CH2:15][CH2:16][CH2:17][N:18]3[CH2:22][CH2:21][CH2:20][CH2:19]3)=[C:9]([O:12][CH3:13])[CH:10]=2)[N:5]=[CH:4][N:3]=1.[F:23][C:24]1[C:32]([OH:33])=[CH:31][CH:30]=[C:29]2[C:25]=1[CH:26]=[C:27]([CH3:34])[NH:28]2. (8) Given the product [CH2:1]([N:8]1[C:16]2[C:11](=[CH:12][CH:13]=[CH:14][CH:15]=2)[C:10]([C:17]([NH:50][CH2:51][C:52]2[C:53]([OH:60])=[N:54][C:55]([CH3:59])=[CH:56][C:57]=2[CH3:58])=[O:18])=[C:9]1[CH3:20])[C:2]1[CH:7]=[CH:6][CH:5]=[CH:4][CH:3]=1, predict the reactants needed to synthesize it. The reactants are: [CH2:1]([N:8]1[C:16]2[C:11](=[CH:12][CH:13]=[CH:14][CH:15]=2)[C:10]([C:17](O)=[O:18])=[C:9]1[CH3:20])[C:2]1[CH:7]=[CH:6][CH:5]=[CH:4][CH:3]=1.N1(O)C2C=CC=CC=2N=N1.Cl.CN(C)CCCN=C=NCC.C(N(CC)CC)C.[NH2:50][CH2:51][C:52]1[C:53]([OH:60])=[N:54][C:55]([CH3:59])=[CH:56][C:57]=1[CH3:58]. (9) The reactants are: C([O-])([O-])=O.[K+].[K+].[I:7]I.[NH:9]([C:16]1[N:17]([C:29]2[CH:34]=[CH:33][CH:32]=[CH:31][CH:30]=2)[C:18]2[C:23]([C:24](=[O:26])[CH:25]=1)=[C:22]([CH3:27])[CH:21]=[C:20]([Cl:28])[N:19]=2)[C:10]1[CH:15]=[CH:14][CH:13]=[CH:12][CH:11]=1.[O-]S([O-])(=S)=O.[Na+].[Na+]. Given the product [NH:9]([C:16]1[N:17]([C:29]2[CH:34]=[CH:33][CH:32]=[CH:31][CH:30]=2)[C:18]2[C:23]([C:24](=[O:26])[C:25]=1[I:7])=[C:22]([CH3:27])[CH:21]=[C:20]([Cl:28])[N:19]=2)[C:10]1[CH:15]=[CH:14][CH:13]=[CH:12][CH:11]=1, predict the reactants needed to synthesize it.